Dataset: Acute oral toxicity (LD50) regression data from Zhu et al.. Task: Regression/Classification. Given a drug SMILES string, predict its toxicity properties. Task type varies by dataset: regression for continuous values (e.g., LD50, hERG inhibition percentage) or binary classification for toxic/non-toxic outcomes (e.g., AMES mutagenicity, cardiotoxicity, hepatotoxicity). Dataset: ld50_zhu. (1) The compound is O=c1oc(=O)c2cc3c(=O)oc(=O)c3cc12. The rat oral LD50 is 1.99, given as -log10 of the dose in mol/kg body weight (higher means more acutely toxic). (2) The drug is CC(=O)C(Cl)C(=O)OC(C)c1ccccc1. The rat oral LD50 is 2.44, given as -log10 of the dose in mol/kg body weight (higher means more acutely toxic). (3) The compound is CS(=O)(=O)c1ccc2[nH]c(C(F)(F)F)nc2c1. The rat oral LD50 is 3.58, given as -log10 of the dose in mol/kg body weight (higher means more acutely toxic). (4) The molecule is CCCCOC(=O)c1ccccc1Nc1cccc(C(F)(F)F)c1. The rat oral LD50 is 2.82, given as -log10 of the dose in mol/kg body weight (higher means more acutely toxic). (5) The drug is OCC1CCc2cc(C3CCCCC3)ccc21. The rat oral LD50 is 2.88, given as -log10 of the dose in mol/kg body weight (higher means more acutely toxic). (6) The molecule is Oc1c(Cl)cc(Cl)cc1Cl. The rat oral LD50 is 2.38, given as -log10 of the dose in mol/kg body weight (higher means more acutely toxic). (7) The drug is O=C1CCc2ccccc2O1. The rat oral LD50 is 2.01, given as -log10 of the dose in mol/kg body weight (higher means more acutely toxic).